Dataset: NCI-60 drug combinations with 297,098 pairs across 59 cell lines. Task: Regression. Given two drug SMILES strings and cell line genomic features, predict the synergy score measuring deviation from expected non-interaction effect. (1) Drug 2: CC=C1C(=O)NC(C(=O)OC2CC(=O)NC(C(=O)NC(CSSCCC=C2)C(=O)N1)C(C)C)C(C)C. Cell line: SNB-75. Drug 1: CC1=C(C(CCC1)(C)C)C=CC(=CC=CC(=CC(=O)O)C)C. Synergy scores: CSS=26.5, Synergy_ZIP=2.42, Synergy_Bliss=2.91, Synergy_Loewe=-38.2, Synergy_HSA=1.04. (2) Drug 1: CCC1=C2CN3C(=CC4=C(C3=O)COC(=O)C4(CC)O)C2=NC5=C1C=C(C=C5)O. Drug 2: C1=NC2=C(N1)C(=S)N=CN2. Cell line: UO-31. Synergy scores: CSS=21.5, Synergy_ZIP=-1.24, Synergy_Bliss=2.82, Synergy_Loewe=-2.50, Synergy_HSA=2.62. (3) Drug 1: CNC(=O)C1=CC=CC=C1SC2=CC3=C(C=C2)C(=NN3)C=CC4=CC=CC=N4. Drug 2: CCC1(CC2CC(C3=C(CCN(C2)C1)C4=CC=CC=C4N3)(C5=C(C=C6C(=C5)C78CCN9C7C(C=CC9)(C(C(C8N6C=O)(C(=O)OC)O)OC(=O)C)CC)OC)C(=O)OC)O.OS(=O)(=O)O. Cell line: HOP-92. Synergy scores: CSS=12.3, Synergy_ZIP=-4.36, Synergy_Bliss=2.00, Synergy_Loewe=-10.9, Synergy_HSA=1.22. (4) Cell line: UACC62. Drug 2: CC(C)NC(=O)C1=CC=C(C=C1)CNNC.Cl. Drug 1: COC1=CC(=CC(=C1O)OC)C2C3C(COC3=O)C(C4=CC5=C(C=C24)OCO5)OC6C(C(C7C(O6)COC(O7)C8=CC=CS8)O)O. Synergy scores: CSS=30.4, Synergy_ZIP=-5.86, Synergy_Bliss=2.27, Synergy_Loewe=-34.2, Synergy_HSA=1.30. (5) Drug 1: CC(CN1CC(=O)NC(=O)C1)N2CC(=O)NC(=O)C2. Drug 2: CC=C1C(=O)NC(C(=O)OC2CC(=O)NC(C(=O)NC(CSSCCC=C2)C(=O)N1)C(C)C)C(C)C. Cell line: SNB-19. Synergy scores: CSS=65.5, Synergy_ZIP=1.65, Synergy_Bliss=-0.367, Synergy_Loewe=-20.8, Synergy_HSA=1.33. (6) Drug 1: C1CCN(CC1)CCOC2=CC=C(C=C2)C(=O)C3=C(SC4=C3C=CC(=C4)O)C5=CC=C(C=C5)O. Drug 2: CC1=C(C(CCC1)(C)C)C=CC(=CC=CC(=CC(=O)O)C)C. Cell line: DU-145. Synergy scores: CSS=0.832, Synergy_ZIP=0.599, Synergy_Bliss=-0.441, Synergy_Loewe=-1.66, Synergy_HSA=-4.41. (7) Drug 1: C1=CC(=CC=C1CCC2=CNC3=C2C(=O)NC(=N3)N)C(=O)NC(CCC(=O)O)C(=O)O. Drug 2: CC1=CC2C(CCC3(C2CCC3(C(=O)C)OC(=O)C)C)C4(C1=CC(=O)CC4)C. Cell line: MALME-3M. Synergy scores: CSS=7.36, Synergy_ZIP=-2.45, Synergy_Bliss=-0.279, Synergy_Loewe=-14.9, Synergy_HSA=-4.31.